This data is from Forward reaction prediction with 1.9M reactions from USPTO patents (1976-2016). The task is: Predict the product of the given reaction. (1) Given the reactants [NH2:1][CH:2]1[CH2:7][CH2:6][CH:5]([NH:8][C:9](=[O:15])[O:10][C:11]([CH3:14])([CH3:13])[CH3:12])[CH2:4][CH2:3]1.[N+:16]([C:19]1[CH:20]=[C:21]([CH:24]=[CH:25][CH:26]=1)[CH:22]=O)([O-:18])=[O:17].[BH-](OC(C)=O)(OC(C)=O)OC(C)=O.[Na+], predict the reaction product. The product is: [N+:16]([C:19]1[CH:20]=[C:21]([CH:24]=[CH:25][CH:26]=1)[CH2:22][NH:1][CH:2]1[CH2:7][CH2:6][CH:5]([NH:8][C:9](=[O:15])[O:10][C:11]([CH3:12])([CH3:14])[CH3:13])[CH2:4][CH2:3]1)([O-:18])=[O:17]. (2) Given the reactants [CH:1]1[C:10]2[C:5](=[CH:6][CH:7]=[CH:8][CH:9]=2)[CH:4]=[CH:3][C:2]=1[C:11]([NH:13][CH2:14][CH2:15][NH:16][C:17]([C:19]1[CH:34]=[CH:33][C:22]([O:23][C@@H:24]2[CH2:29][CH2:28][C@H:27]([C:30](O)=O)[CH2:26][CH2:25]2)=[CH:21][CH:20]=1)=[O:18])=[O:12].Cl.[CH3:36][NH2:37].Cl.C(N=C=NCCCN(C)C)C.[OH2:50].ON1C2C=CC=CC=2N=N1, predict the reaction product. The product is: [CH3:36][NH:37][C:30]([C@@H:27]1[CH2:28][CH2:29][C@H:24]([O:23][C:22]2[CH:21]=[CH:20][C:19]([C:17]([NH:16][CH2:15][CH2:14][NH:13][C:11]([C:2]3[CH:3]=[CH:4][C:5]4[C:10](=[CH:9][CH:8]=[CH:7][CH:6]=4)[CH:1]=3)=[O:12])=[O:18])=[CH:34][CH:33]=2)[CH2:25][CH2:26]1)=[O:50]. (3) Given the reactants [CH3:1][O:2][C:3](=[O:29])[CH2:4][C@H:5]1[C:9]2[CH:10]=[CH:11][C:12]([O:14][C@H:15]3[C:23]4[C:18](=[C:19](Br)[C:20]([C:24]([F:27])([F:26])[F:25])=[CH:21][CH:22]=4)[CH2:17][CH2:16]3)=[CH:13][C:8]=2[O:7][CH2:6]1.[N:30]1([CH2:36][B-](F)(F)F)[CH2:35][CH2:34][O:33][CH2:32][CH2:31]1.[K+], predict the reaction product. The product is: [CH3:1][O:2][C:3](=[O:29])[CH2:4][C@H:5]1[C:9]2[CH:10]=[CH:11][C:12]([O:14][C@H:15]3[C:23]4[C:18](=[C:19]([CH2:36][N:30]5[CH2:35][CH2:34][O:33][CH2:32][CH2:31]5)[C:20]([C:24]([F:27])([F:26])[F:25])=[CH:21][CH:22]=4)[CH2:17][CH2:16]3)=[CH:13][C:8]=2[O:7][CH2:6]1. (4) Given the reactants [C:1]([NH:4][C:5]1[S:6][CH:7]=[C:8]([CH2:10][CH2:11][C:12]2[CH:17]=[CH:16][C:15]([CH2:18][CH2:19][NH:20][C:21]([NH:23]C(=O)C3C=CC=CC=3)=[S:22])=[CH:14][CH:13]=2)[N:9]=1)(=[O:3])[CH3:2].[OH-].[Na+].Cl, predict the reaction product. The product is: [NH2:23][C:21]([NH:20][CH2:19][CH2:18][C:15]1[CH:14]=[CH:13][C:12]([CH2:11][CH2:10][C:8]2[N:9]=[C:5]([NH:4][C:1](=[O:3])[CH3:2])[S:6][CH:7]=2)=[CH:17][CH:16]=1)=[S:22]. (5) Given the reactants Br[C:2]1[N:6]2[CH:7]=[C:8]([NH:11][CH:12]3[CH2:17][CH2:16][CH2:15][CH:14]([OH:18])[CH2:13]3)[CH:9]=[CH:10][C:5]2=[N:4][CH:3]=1.[Cl:19][C:20]1[CH:25]=[C:24](B2OC(C)(C)C(C)(C)O2)[CH:23]=[C:22]([O:35][CH3:36])[N:21]=1.C([O-])([O-])=O.[Na+].[Na+], predict the reaction product. The product is: [Cl:19][C:20]1[CH:25]=[C:24]([C:2]2[N:6]3[CH:7]=[C:8]([NH:11][CH:12]4[CH2:17][CH2:16][CH2:15][CH:14]([OH:18])[CH2:13]4)[CH:9]=[CH:10][C:5]3=[N:4][CH:3]=2)[CH:23]=[C:22]([O:35][CH3:36])[N:21]=1. (6) Given the reactants [Li][CH2:2]CCC.[Br:6][C:7]1[CH:12]=[CH:11][C:10]([C:13]2[C:14]([CH:22]=O)=[CH:15][C:16]([N:19]([CH3:21])[CH3:20])=[CH:17][CH:18]=2)=[CH:9][CH:8]=1, predict the reaction product. The product is: [Br:6][C:7]1[CH:12]=[CH:11][C:10]([C:13]2[CH:18]=[CH:17][C:16]([N:19]([CH3:21])[CH3:20])=[CH:15][C:14]=2[CH:22]=[CH2:2])=[CH:9][CH:8]=1.